Dataset: Forward reaction prediction with 1.9M reactions from USPTO patents (1976-2016). Task: Predict the product of the given reaction. Given the reactants [C:1]([O:5][C:6]([N:8]1[C:13]2[CH:14]=[C:15]([Cl:22])[C:16]([N:18]([C:20]#[N:21])[CH3:19])=[CH:17][C:12]=2[O:11][CH:10]([C:23](=[O:42])[N:24]([CH2:26][CH2:27][C:28]([C:40]#[N:41])([CH2:38][CH3:39])[CH2:29]/[C:30](/[CH:36]=[CH2:37])=[CH:31]/[CH:32]=[C:33](/[F:35])\[CH3:34])[CH3:25])[CH2:9]1)=[O:7])([CH3:4])([CH3:3])[CH3:2].[N-:43]=[N+:44]=[N-:45].[Na+].[Cl-].[NH4+], predict the reaction product. The product is: [C:1]([O:5][C:6]([N:8]1[C:13]2[CH:14]=[C:15]([Cl:22])[C:16]([N:18]([CH3:19])[C:20]3[N:43]=[N:44][NH:45][N:21]=3)=[CH:17][C:12]=2[O:11][CH:10]([C:23](=[O:42])[N:24]([CH2:26][CH2:27][C:28]([C:40]#[N:41])([CH2:38][CH3:39])[CH2:29]/[C:30](/[CH:36]=[CH2:37])=[CH:31]/[CH:32]=[C:33](/[F:35])\[CH3:34])[CH3:25])[CH2:9]1)=[O:7])([CH3:2])([CH3:3])[CH3:4].